Task: Regression. Given a peptide amino acid sequence and an MHC pseudo amino acid sequence, predict their binding affinity value. This is MHC class II binding data.. Dataset: Peptide-MHC class II binding affinity with 134,281 pairs from IEDB (1) The peptide sequence is EVDMTPADAL. The binding affinity (normalized) is 0.171. The MHC is HLA-DQA10401-DQB10402 with pseudo-sequence HLA-DQA10401-DQB10402. (2) The peptide sequence is GELQIVDKIDCAFKI. The MHC is DRB5_0101 with pseudo-sequence QEFFIASGAAVDAIMQDYFHDYDFDRATYHVGFT. The binding affinity (normalized) is 0.621. (3) The peptide sequence is KASNPNYLAILVKYV. The MHC is DRB1_1602 with pseudo-sequence DRB1_1602. The binding affinity (normalized) is 0.575. (4) The MHC is HLA-DPA10301-DPB10402 with pseudo-sequence HLA-DPA10301-DPB10402. The peptide sequence is EVIPTAFKIGKTYTP. The binding affinity (normalized) is 0.198. (5) The peptide sequence is RYQSLIPRLVDFFPDIPV. The MHC is DRB1_0101 with pseudo-sequence DRB1_0101. The binding affinity (normalized) is 0.516. (6) The peptide sequence is AYVYFASDASTYTTG. The MHC is HLA-DQA10101-DQB10501 with pseudo-sequence HLA-DQA10101-DQB10501. The binding affinity (normalized) is 0.198. (7) The peptide sequence is YDKFLVNVSTVLTGK. The MHC is DRB1_0802 with pseudo-sequence DRB1_0802. The binding affinity (normalized) is 1.00. (8) The peptide sequence is AGYTPAAPAGAEPAGKATTE. The MHC is HLA-DQA10102-DQB10602 with pseudo-sequence HLA-DQA10102-DQB10602. The binding affinity (normalized) is 0.265. (9) The peptide sequence is AQLGYTIRQLERLLQ. The MHC is HLA-DQA10101-DQB10501 with pseudo-sequence HLA-DQA10101-DQB10501. The binding affinity (normalized) is 0.534. (10) The peptide sequence is DAYICAIRRAKSFIY. The MHC is HLA-DQA10401-DQB10402 with pseudo-sequence HLA-DQA10401-DQB10402. The binding affinity (normalized) is 0.412.